The task is: Predict the reactants needed to synthesize the given product.. This data is from Full USPTO retrosynthesis dataset with 1.9M reactions from patents (1976-2016). (1) Given the product [NH2:24][C:23]1[CH:22]=[C:21]([C:19]#[C:20][C:2]2[CH:3]=[C:4]([S:11]([NH:14][C:15]([CH3:18])([CH3:17])[CH3:16])(=[O:13])=[O:12])[CH:5]=[C:6]([N+:8]([O-:10])=[O:9])[CH:7]=2)[CH:27]=[CH:26][CH:25]=1, predict the reactants needed to synthesize it. The reactants are: Br[C:2]1[CH:3]=[C:4]([S:11]([NH:14][C:15]([CH3:18])([CH3:17])[CH3:16])(=[O:13])=[O:12])[CH:5]=[C:6]([N+:8]([O-:10])=[O:9])[CH:7]=1.[C:19]([C:21]1[CH:22]=[C:23]([CH:25]=[CH:26][CH:27]=1)[NH2:24])#[CH:20]. (2) Given the product [Br:1][C:2]1[CH:15]=[C:14]([F:16])[C:13]2[O:12][C:11]3[C:6](=[CH:7][C:8]([O:17][CH3:18])=[CH:9][CH:10]=3)[C@@:5]3([CH2:23][O:22][CH2:21][C:20](=[S:34])[NH:19]3)[C:4]=2[CH:3]=1, predict the reactants needed to synthesize it. The reactants are: [Br:1][C:2]1[CH:15]=[C:14]([F:16])[C:13]2[O:12][C:11]3[C:6](=[CH:7][C:8]([O:17][CH3:18])=[CH:9][CH:10]=3)[C@@:5]3([CH2:23][O:22][CH2:21][C:20](=O)[NH:19]3)[C:4]=2[CH:3]=1.COC1C=CC(P2(SP(C3C=CC(OC)=CC=3)(=S)S2)=[S:34])=CC=1. (3) The reactants are: [CH2:1]([C@H:3]1[CH2:8][N:7](CC2C=CC=CC=2)[CH2:6][CH2:5][N:4]1[C:16]([O:18][C:19]([CH3:22])([CH3:21])[CH3:20])=[O:17])[CH3:2]. Given the product [CH2:1]([C@H:3]1[CH2:8][NH:7][CH2:6][CH2:5][N:4]1[C:16]([O:18][C:19]([CH3:20])([CH3:22])[CH3:21])=[O:17])[CH3:2], predict the reactants needed to synthesize it. (4) Given the product [CH3:39][C:33]1[C:34]2[CH2:38][CH2:37][CH2:36][C:35]=2[N:30]2[N:29]=[C:28](/[CH:5]=[C:6]3\[C@@H:7]4[N:11]([C:12]\3=[O:13])[C:10]([C:14]([OH:16])=[O:15])=[CH:9][S:8]4)[N:40]=[C:31]2[N:32]=1, predict the reactants needed to synthesize it. The reactants are: C(O[CH:5]([C:28]1[N:40]=[C:31]2[N:32]=[C:33]([CH3:39])[C:34]3[CH2:38][CH2:37][CH2:36][C:35]=3[N:30]2[N:29]=1)[C:6]1(Br)[C:12](=[O:13])[N:11]2[C@@H:7]1[S:8][CH:9]=[C:10]2[C:14]([O:16]CC1C=CC([N+]([O-])=O)=CC=1)=[O:15])(=O)C.C(#N)C.P([O-])([O-])([O-])=O. (5) Given the product [Br:16][C:17]1[CH:24]=[CH:23][C:20]([CH:21]=[C:9]2[C:8]([CH2:13][CH3:14])([CH3:12])[O:7][C:6]([CH2:4][CH3:5])([CH3:15])[C:10]2=[O:11])=[C:19]([CH2:25][CH3:26])[CH:18]=1, predict the reactants needed to synthesize it. The reactants are: C[O-].[Na+].[CH2:4]([C:6]1([CH3:15])[C:10](=[O:11])[CH2:9][C:8]([CH2:13][CH3:14])([CH3:12])[O:7]1)[CH3:5].[Br:16][C:17]1[CH:24]=[CH:23][C:20]([CH:21]=O)=[C:19]([CH2:25][CH3:26])[CH:18]=1.Cl. (6) Given the product [Cl:27][C:28]1[CH:29]=[CH:30][C:31]([CH:34]([C:44]2[CH:45]=[CH:46][C:47]([Cl:50])=[CH:48][CH:49]=2)[N:35]2[CH2:36][CH2:37][N:38]([C:41]([O:1][N:2]3[C:6](=[O:7])[CH:5]([CH:8]([CH3:9])[CH3:10])[NH:4][C:3]3=[O:11])=[O:42])[CH2:39][CH2:40]2)=[CH:32][CH:33]=1, predict the reactants needed to synthesize it. The reactants are: [OH:1][N:2]1[C:6](=[O:7])[CH:5]([CH:8]([CH3:10])[CH3:9])[NH:4][C:3]1=[O:11].C(OC(NC(C(C)C)C(O)=O)=O)(C)(C)C.[Cl:27][C:28]1[CH:33]=[CH:32][C:31]([CH:34]([C:44]2[CH:49]=[CH:48][C:47]([Cl:50])=[CH:46][CH:45]=2)[N:35]2[CH2:40][CH2:39][N:38]([C:41](Cl)=[O:42])[CH2:37][CH2:36]2)=[CH:30][CH:29]=1. (7) The reactants are: [F:1][CH2:2][CH:3]1[N:8]([CH3:9])[CH2:7][CH2:6][N:5]([C:10]2[CH:11]=[CH:12][C:13]([NH2:16])=[N:14][CH:15]=2)[CH2:4]1.Br[C:18]1[C:19](=[O:26])[N:20]([CH3:25])[CH:21]=[C:22]([Br:24])[CH:23]=1.C(=O)([O-])[O-].[Cs+].[Cs+].CC1(C)C2C(=C(P(C3C=CC=CC=3)C3C=CC=CC=3)C=CC=2)OC2C(P(C3C=CC=CC=3)C3C=CC=CC=3)=CC=CC1=2. Given the product [Br:24][C:22]1[CH:23]=[C:18]([NH:16][C:13]2[CH:12]=[CH:11][C:10]([N:5]3[CH2:6][CH2:7][N:8]([CH3:9])[CH:3]([CH2:2][F:1])[CH2:4]3)=[CH:15][N:14]=2)[C:19](=[O:26])[N:20]([CH3:25])[CH:21]=1, predict the reactants needed to synthesize it.